Dataset: Full USPTO retrosynthesis dataset with 1.9M reactions from patents (1976-2016). Task: Predict the reactants needed to synthesize the given product. (1) Given the product [CH3:1][O:2][C:3]1[CH:8]=[CH:7][CH:6]=[CH:5][C:4]=1[C:9]1[C:17]2[C:12](=[N:13][CH:14]=[C:15]([C:36]3[CH:37]=[C:38]([S:42]([N:45]([CH3:47])[CH3:46])(=[O:44])=[O:43])[CH:39]=[CH:40][CH:41]=3)[CH:16]=2)[NH:11][N:55]=1, predict the reactants needed to synthesize it. The reactants are: [CH3:1][O:2][C:3]1[CH:8]=[CH:7][CH:6]=[CH:5][C:4]=1[C:9]1[C:17]2[C:12](=[N:13][CH:14]=[C:15](B3OC(C)(C)C(C)(C)O3)[CH:16]=2)[N:11](COCC[Si](C)(C)C)C=1.Br[C:36]1[CH:37]=[C:38]([S:42]([N:45]([CH3:47])[CH3:46])(=[O:44])=[O:43])[CH:39]=[CH:40][CH:41]=1.C([O-])(O)=O.[Na+].C(#[N:55])C. (2) Given the product [C:13]1([C:22]2[CH:23]=[CH:24][CH:25]=[CH:26][CH:27]=2)[CH:14]=[CH:15][CH:16]=[CH:17][C:18]=1[C:2]1[CH:11]=[CH:10][C:9]2[C:4](=[CH:5][CH:6]=[C:7]([Br:12])[CH:8]=2)[CH:3]=1, predict the reactants needed to synthesize it. The reactants are: Br[C:2]1[CH:11]=[CH:10][C:9]2[C:4](=[CH:5][CH:6]=[C:7]([Br:12])[CH:8]=2)[CH:3]=1.[C:13]1([C:22]2[CH:27]=[CH:26][CH:25]=[CH:24][CH:23]=2)[C:14](B(O)O)=[CH:15][CH:16]=[CH:17][CH:18]=1.C(=O)([O-])[O-].[Na+].[Na+]. (3) Given the product [CH3:17][Si:7]([CH3:18])([CH:33]1[C:34]2[C:39](=[CH:38][CH:37]=[CH:36][CH:35]=2)[C:31]([C:22]2[CH:23]=[CH:24][C:25]3[C:30](=[CH:29][CH:28]=[CH:27][CH:26]=3)[CH:21]=2)=[CH:32]1)[CH:8]1[C:12]([CH3:13])=[C:11]([CH3:14])[C:10]([CH3:15])=[C:9]1[CH3:16], predict the reactants needed to synthesize it. The reactants are: FC(F)(F)S(O[Si:7]([CH3:18])([CH3:17])[CH:8]1[C:12]([CH3:13])=[C:11]([CH3:14])[C:10]([CH3:15])=[C:9]1[CH3:16])(=O)=O.[CH:21]1[C:30]2[C:25](=[CH:26][CH:27]=[CH:28][CH:29]=2)[CH:24]=[CH:23][C:22]=1[C-:31]1[C:39]2[C:34](=[CH:35][CH:36]=[CH:37][CH:38]=2)[CH:33]=[CH:32]1.[Li+].